Dataset: CYP1A2 inhibition data for predicting drug metabolism from PubChem BioAssay. Task: Regression/Classification. Given a drug SMILES string, predict its absorption, distribution, metabolism, or excretion properties. Task type varies by dataset: regression for continuous measurements (e.g., permeability, clearance, half-life) or binary classification for categorical outcomes (e.g., BBB penetration, CYP inhibition). Dataset: cyp1a2_veith. (1) The drug is COc1ccc(O[C@H]2C=C[C@@H](c3ccccc3)O[C@H]2COC(=O)CC/C(C)=N\OC[C@@H](O)COCc2ccco2)cc1. The result is 0 (non-inhibitor). (2) The compound is O=C(Nc1cccc(OC(=O)c2ccco2)c1)c1ccco1. The result is 1 (inhibitor). (3) The compound is CN(C)CCO[C@H](c1ccc(Cl)cc1)c1ccccn1. The result is 0 (non-inhibitor). (4) The compound is Cc1nc(-c2cccnc2)sc1C(N)=O. The result is 1 (inhibitor). (5) The compound is Cc1ccc(S(=O)(=O)n2ccc(-c3cccc(OCc4c(F)cccc4Cl)c3)n2)cc1. The result is 0 (non-inhibitor). (6) The molecule is CCc1ccccc1NC(=O)c1ccc(-n2c(C)ccc2C)cc1. The result is 1 (inhibitor). (7) The molecule is CC(=O)N[C@@H]1CONC1=O. The result is 0 (non-inhibitor).